This data is from Catalyst prediction with 721,799 reactions and 888 catalyst types from USPTO. The task is: Predict which catalyst facilitates the given reaction. Reactant: [C:1]([O:5][C:6](=[O:17])[NH:7][C:8]([C:11](=[O:16])N(OC)C)([CH3:10])[CH3:9])([CH3:4])([CH3:3])[CH3:2].[Li+].[B-](CC)(CC)CC.C(O)(=O)CC(CC(O)=O)(C(O)=O)O. Product: [C:1]([O:5][C:6](=[O:17])[NH:7][C:8]([CH3:10])([CH3:9])[CH:11]=[O:16])([CH3:4])([CH3:2])[CH3:3]. The catalyst class is: 1.